From a dataset of Experimentally validated miRNA-target interactions with 360,000+ pairs, plus equal number of negative samples. Binary Classification. Given a miRNA mature sequence and a target amino acid sequence, predict their likelihood of interaction. The miRNA is hsa-miR-1-3p with sequence UGGAAUGUAAAGAAGUAUGUAU. The protein sequence of the target gene is MSSVSPIQIPSRLPLLLTHEGVLLPGSTMRTSVDSARNLQLVRSRLLKGTSLQSTILGVIPNTPDPASDAQDLPPLHRIGTAALAVQVVGSNWPKPHYTLLITGLCRFQIVQVLKEKPYPIAEVEQLDRLEEFPNTCKMREELGELSEQFYKYAVQLVEMLDMSVPAVAKLRRLLDSLPREALPDILTSIIRTSNKEKLQILDAVSLEERFKMTIPLLVRQIEGLKLLQKTRKPKQDDDKRVIAIRPIRRITHISGTLEDEDEDEDNDDIVMLEKKIRTSSMPEQAHKVCVKEIKRLKKM.... Result: 1 (interaction).